This data is from Forward reaction prediction with 1.9M reactions from USPTO patents (1976-2016). The task is: Predict the product of the given reaction. (1) The product is: [CH2:5]([O:7][CH:8]([O:16][CH2:17][CH3:18])[C:9]1[CH:14]=[CH:13][C:12]([C:33]2([OH:37])[CH2:34][N:31]([C:29]([O:28][C:24]([CH3:27])([CH3:26])[CH3:25])=[O:30])[CH2:32]2)=[CH:11][CH:10]=1)[CH3:6]. Given the reactants [Cl-].[Ce+3].[Cl-].[Cl-].[CH2:5]([O:7][CH:8]([O:16][CH2:17][CH3:18])[C:9]1[CH:14]=[CH:13][C:12](Br)=[CH:11][CH:10]=1)[CH3:6].[Mg].BrC(Br)C.[C:24]([O:28][C:29]([N:31]1[CH2:34][CH2:33][C:32]1=O)=[O:30])([CH3:27])([CH3:26])[CH3:25].C(OC(C)(C)C)=[O:37], predict the reaction product. (2) Given the reactants [C:1](Cl)(=[O:8])[C:2]1[CH:7]=[CH:6][CH:5]=[CH:4][CH:3]=1.[CH:10]1[C:15]([N+:16]([O-:18])=[O:17])=[CH:14][C:13]([Cl:19])=[C:12]([NH:20][C:21]([C:23]2[CH:24]=[C:25]([Cl:30])[CH:26]=[CH:27][C:28]=2[OH:29])=[O:22])[CH:11]=1, predict the reaction product. The product is: [C:1]([O:29][C:28]1[CH:27]=[CH:26][C:25]([Cl:30])=[CH:24][C:23]=1[C:21](=[O:22])[NH:20][C:12]1[CH:11]=[CH:10][C:15]([N+:16]([O-:18])=[O:17])=[CH:14][C:13]=1[Cl:19])(=[O:8])[C:2]1[CH:7]=[CH:6][CH:5]=[CH:4][CH:3]=1. (3) Given the reactants [O:1]1CCO[CH:2]1[C:6]1[CH:7]=[C:8]2[C:13](=[CH:14][CH:15]=1)[O:12][C:11]([CH3:17])([CH3:16])[CH2:10][C:9]2([CH2:19][CH2:20][CH2:21][O:22][CH3:23])O.O.C1(C)C=CC(S(O)(=O)=O)=CC=1, predict the reaction product. The product is: [CH3:23][O:22][CH2:21][CH2:20][CH2:19][C:9]1[C:8]2[C:13](=[CH:14][CH:15]=[C:6]([CH:2]=[O:1])[CH:7]=2)[O:12][C:11]([CH3:17])([CH3:16])[CH:10]=1.